Dataset: Full USPTO retrosynthesis dataset with 1.9M reactions from patents (1976-2016). Task: Predict the reactants needed to synthesize the given product. (1) Given the product [F:32][C:22]1[CH:21]=[C:20]([NH:19][C:16]2[N:15]=[C:14]3[CH:6]([C:7]4[CH:12]=[CH:11][C:10]([F:13])=[CH:9][CH:8]=4)[CH2:5][CH2:4][CH2:3][CH2:2][N:18]3[N:17]=2)[CH:25]=[CH:24][C:23]=1[N:26]1[CH:30]=[N:29][C:28]([CH3:31])=[N:27]1, predict the reactants needed to synthesize it. The reactants are: Cl[CH2:2][CH2:3][CH2:4][CH2:5][CH:6]([C:14]1[NH:18][N:17]=[C:16]([NH:19][C:20]2[CH:25]=[CH:24][C:23]([N:26]3[CH:30]=[N:29][C:28]([CH3:31])=[N:27]3)=[C:22]([F:32])[CH:21]=2)[N:15]=1)[C:7]1[CH:12]=[CH:11][C:10]([F:13])=[CH:9][CH:8]=1.[I-].[Na+]. (2) Given the product [F:15][C:14]([F:17])([F:16])[C:11]1[CH:12]=[CH:13][C:8]([C:6]2[N:5]=[CH:4][N:3]=[C:2]([O:18][C:19]3[CH:28]=[C:27]4[C:22]([CH:23]=[CH:24][CH:25]=[N:26]4)=[CH:21][CH:20]=3)[CH:7]=2)=[CH:9][CH:10]=1, predict the reactants needed to synthesize it. The reactants are: Cl[C:2]1[CH:7]=[C:6]([C:8]2[CH:13]=[CH:12][C:11]([C:14]([F:17])([F:16])[F:15])=[CH:10][CH:9]=2)[N:5]=[CH:4][N:3]=1.[OH:18][C:19]1[CH:28]=[C:27]2[C:22]([CH:23]=[CH:24][CH:25]=[N:26]2)=[CH:21][CH:20]=1.[H-].[Na+]. (3) Given the product [CH3:14][S:15]([O:6][CH2:5][CH:3]1[CH2:4][O:1][CH2:2]1)(=[O:17])=[O:16], predict the reactants needed to synthesize it. The reactants are: [O:1]1[CH2:4][CH:3]([CH2:5][OH:6])[CH2:2]1.C(N(CC)CC)C.[CH3:14][S:15](Cl)(=[O:17])=[O:16]. (4) Given the product [CH2:43]([C:42]1([CH3:41])[CH2:34][CH2:32][N:31]([C:7]2[C:8]3[N:9]([N:13]=[C:14]([C:16]([O:18][CH3:19])=[O:17])[CH:15]=3)[CH:10]=[C:11]([CH3:12])[C:6]=2[C:4](=[O:5])[C:3]([O:2][CH3:1])=[O:28])[CH2:35][CH2:37]1)[CH2:38][CH:39]=[CH2:40], predict the reactants needed to synthesize it. The reactants are: [CH3:1][O:2][C:3](=[O:28])[C:4]([C:6]1[C:11]([CH3:12])=[CH:10][N:9]2[N:13]=[C:14]([C:16]([O:18][CH3:19])=[O:17])[CH:15]=[C:8]2[C:7]=1OS(C(F)(F)F)(=O)=O)=[O:5].CC[N:31]([CH:35]([CH3:37])C)[CH:32]([CH3:34])C.[C:38]1(O)[CH:43]=[CH:42][CH:41]=[CH:40][CH:39]=1.